From a dataset of Reaction yield outcomes from USPTO patents with 853,638 reactions. Predict the reaction yield, written as a fraction of the theoretical maximum amount of product (1.0 means a 100% yield; for example, 0.34 means a 34% yield). (1) The reactants are C[O:2][C:3](=[O:20])[CH:4]([NH:12][C:13]([O:15][C:16]([CH3:19])([CH3:18])[CH3:17])=[O:14])[CH2:5][CH2:6][N:7]1[N:11]=[CH:10][CH:9]=[N:8]1.[OH-].[Na+]. The catalyst is CO. The product is [C:16]([O:15][C:13]([NH:12][CH:4]([CH2:5][CH2:6][N:7]1[N:8]=[CH:9][CH:10]=[N:11]1)[C:3]([OH:20])=[O:2])=[O:14])([CH3:19])([CH3:17])[CH3:18]. The yield is 0.870. (2) The reactants are [CH2:1]([O:3][C:4](=[O:15])[CH2:5][C:6]1[CH:11]=[CH:10][C:9]([O:12][CH2:13][CH3:14])=[CH:8][CH:7]=1)[CH3:2].C(N1C=CN=C1)(N1C=CN=C1)=O.[CH3:28][S:29]([C:32]1[CH:40]=[CH:39][C:35]([C:36](O)=[O:37])=[CH:34][CH:33]=1)(=[O:31])=[O:30].[H-].[Na+]. The catalyst is CN(C)C=O.O. The product is [CH2:1]([O:3][C:4](=[O:15])[CH:5]([C:6]1[CH:11]=[CH:10][C:9]([O:12][CH2:13][CH3:14])=[CH:8][CH:7]=1)[C:36](=[O:37])[C:35]1[CH:34]=[CH:33][C:32]([S:29]([CH3:28])(=[O:31])=[O:30])=[CH:40][CH:39]=1)[CH3:2]. The yield is 0.920. (3) The reactants are [F:1][C:2]1[CH:10]=[CH:9][C:8]([N+:11]([O-:13])=[O:12])=[CH:7][C:3]=1[C:4]([OH:6])=O.[O:14]1[CH2:19][CH2:18][CH2:17][CH2:16][CH:15]1[O:20][CH2:21][CH2:22][NH2:23]. The catalyst is O=S(Cl)Cl.CN(C=O)C. The product is [F:1][C:2]1[CH:10]=[CH:9][C:8]([N+:11]([O-:13])=[O:12])=[CH:7][C:3]=1[C:4]([NH:23][CH2:22][CH2:21][O:20][CH:15]1[CH2:16][CH2:17][CH2:18][CH2:19][O:14]1)=[O:6]. The yield is 0.410. (4) The reactants are [SH:1][CH2:2][CH2:3][CH2:4][CH2:5][CH2:6][CH2:7][CH2:8][CH2:9][CH2:10][CH2:11][CH2:12][O:13][CH2:14][CH2:15][O:16][CH2:17][CH2:18][O:19][CH2:20][CH2:21][OH:22].[OH-:23].[Na+].II.C(Cl)Cl. The catalyst is C1COCC1. The product is [OH:22][CH2:21][CH2:20][O:19][CH2:18][CH2:17][O:16][CH2:15][CH2:14][O:13][CH2:12][CH2:11][CH2:10][CH2:9][CH2:8][CH2:7][CH2:6][CH2:5][CH2:4][CH2:3][CH2:2][S:1][S:1][CH2:2][CH2:3][CH2:4][CH2:5][CH2:6][CH2:7][CH2:8][CH2:9][CH2:10][CH2:11][CH2:12][O:23][CH2:14][CH2:15][O:16][CH2:17][CH2:18][O:19][CH2:20][CH2:21][OH:22]. The yield is 0.540.